This data is from Catalyst prediction with 721,799 reactions and 888 catalyst types from USPTO. The task is: Predict which catalyst facilitates the given reaction. (1) Reactant: [CH:1]1([C:6]2[CH:7]=[C:8]([CH:12]=[CH:13][C:14]=2[O:15][CH3:16])[C:9]([OH:11])=O)[CH2:5][CH2:4][CH2:3][CH2:2]1.C(Cl)(=O)C(Cl)=O.[Sn](Cl)(Cl)(Cl)Cl.[CH2:28]([C:35]1[O:36][C:37]([CH3:41])=[C:38]([CH3:40])[CH:39]=1)[C:29]1[CH:34]=[CH:33][CH:32]=[CH:31][CH:30]=1. Product: [CH2:28]([C:35]1[O:36][C:37]([CH3:41])=[C:38]([CH3:40])[C:39]=1[C:9]([C:8]1[CH:12]=[CH:13][C:14]([O:15][CH3:16])=[C:6]([CH:1]2[CH2:2][CH2:3][CH2:4][CH2:5]2)[CH:7]=1)=[O:11])[C:29]1[CH:30]=[CH:31][CH:32]=[CH:33][CH:34]=1. The catalyst class is: 454. (2) Reactant: [C:1]1([C:11]2[CH:18]=[CH:17][CH:16]=[CH:15][C:12]=2[CH2:13]O)[C:10]2[C:5](=[CH:6][CH:7]=[CH:8][CH:9]=2)[CH:4]=[CH:3][CH:2]=1.O=S(Cl)[Cl:21]. Product: [C:1]1([C:11]2[CH:18]=[CH:17][CH:16]=[CH:15][C:12]=2[CH2:13][Cl:21])[C:10]2[C:5](=[CH:6][CH:7]=[CH:8][CH:9]=2)[CH:4]=[CH:3][CH:2]=1. The catalyst class is: 26. (3) Reactant: [CH2:1]([O:8][C:9]1[CH:18]=[C:17]2[C:12]([C:13](Cl)=[N:14][CH:15]=[N:16]2)=[CH:11][C:10]=1[O:20][CH3:21])[C:2]1[CH:7]=[CH:6][CH:5]=[CH:4][CH:3]=1.C(=O)([O-])[O-].[K+].[K+].[CH3:28][C:29]1[NH:30][C:31]2[C:36]([C:37]=1[CH3:38])=[CH:35][C:34]([OH:39])=[CH:33][CH:32]=2. Product: [CH2:1]([O:8][C:9]1[CH:18]=[C:17]2[C:12]([C:13]([O:39][C:34]3[CH:35]=[C:36]4[C:31](=[CH:32][CH:33]=3)[NH:30][C:29]([CH3:28])=[C:37]4[CH3:38])=[N:14][CH:15]=[N:16]2)=[CH:11][C:10]=1[O:20][CH3:21])[C:2]1[CH:7]=[CH:6][CH:5]=[CH:4][CH:3]=1. The catalyst class is: 3. (4) Reactant: [NH2:1][C:2](=[O:29])[CH2:3][O:4][CH2:5][C:6]1[N:10]=[C:9]([C@H:11]([CH2:20][CH2:21][CH2:22][CH:23]2[CH2:28][CH2:27][CH2:26][CH2:25][CH2:24]2)[CH2:12][C:13]([O:15]C(C)(C)C)=[O:14])[O:8][N:7]=1.FC(F)(F)C(O)=O. Product: [NH2:1][C:2](=[O:29])[CH2:3][O:4][CH2:5][C:6]1[N:10]=[C:9]([C@H:11]([CH2:20][CH2:21][CH2:22][CH:23]2[CH2:24][CH2:25][CH2:26][CH2:27][CH2:28]2)[CH2:12][C:13]([OH:15])=[O:14])[O:8][N:7]=1. The catalyst class is: 4. (5) Reactant: [Cl:1][C:2]1[CH:3]=[C:4]([CH:6]=[CH:7][C:8]=1[Cl:9])[NH2:5].[CH3:10][C:11]([CH3:13])=O.C([BH3-])#N.[Na+]. Product: [Cl:1][C:2]1[CH:3]=[C:4]([NH:5][CH:11]([CH3:13])[CH3:10])[CH:6]=[CH:7][C:8]=1[Cl:9]. The catalyst class is: 466. (6) Reactant: [Cl:1][C:2]1[CH:3]=[C:4]([CH:8]=[CH:9][C:10]=1[OH:11])[C:5]([OH:7])=[O:6].[Br:12][C:13]1[CH:20]=[CH:19][CH:18]=[C:17](F)[C:14]=1[C:15]#[N:16].C(=O)([O-])[O-].[K+].[K+].Cl. Product: [Br:12][C:13]1[C:14]([C:15]#[N:16])=[C:17]([CH:18]=[CH:19][CH:20]=1)[O:11][C:10]1[CH:9]=[CH:8][C:4]([C:5]([OH:7])=[O:6])=[CH:3][C:2]=1[Cl:1].[Br:12][C:13]1[C:14]([C:15]#[N:16])=[C:17]([CH:18]=[CH:19][CH:20]=1)[O:11][C:10]1[CH:9]=[CH:8][C:4]([C:5]([OH:7])=[O:6])=[CH:3][C:2]=1[Cl:1]. The catalyst class is: 58. (7) Reactant: [CH2:1]([O:8][CH2:9][CH:10]([NH:13][C:14]([C:16]1[CH:17]=[N:18][N:19]([C:28]2[CH:33]=[CH:32][C:31]([Cl:34])=[CH:30][C:29]=2[Cl:35])[C:20]=1[C:21]1[CH:26]=[CH:25][CH:24]=[C:23](Br)[CH:22]=1)=[O:15])[CH2:11][CH3:12])[C:2]1[CH:7]=[CH:6][CH:5]=[CH:4][CH:3]=1.[O-]P([O-])([O-])=O.[K+].[K+].[K+].[S:44]1[CH:48]=[CH:47][C:46](B(O)O)=[CH:45]1. Product: [CH2:1]([O:8][CH2:9][CH:10]([NH:13][C:14]([C:16]1[CH:17]=[N:18][N:19]([C:28]2[CH:33]=[CH:32][C:31]([Cl:34])=[CH:30][C:29]=2[Cl:35])[C:20]=1[C:21]1[CH:26]=[CH:25][CH:24]=[C:23]([C:45]2[S:44][CH:48]=[CH:47][CH:46]=2)[CH:22]=1)=[O:15])[CH2:11][CH3:12])[C:2]1[CH:7]=[CH:6][CH:5]=[CH:4][CH:3]=1. The catalyst class is: 77.